This data is from Catalyst prediction with 721,799 reactions and 888 catalyst types from USPTO. The task is: Predict which catalyst facilitates the given reaction. (1) Reactant: [O-]CC.[Na+].ClC1C=CC(C(NC(C(OCC)=O)C(OCC)=O)=O)=CC=1.BrCC1C2C(=CC=CC=2)NC(=O)C=1.[Cl:39][C:40]1[CH:71]=[CH:70][C:43]([C:44]([NH:46][C:47](C(OCC)=O)([CH2:53][C:54]2[C:63]3[C:58](=[CH:59][CH:60]=[CH:61][CH:62]=3)[NH:57][C:56](=[O:64])[CH:55]=2)[C:48]([O:50]CC)=[O:49])=[O:45])=[CH:42][CH:41]=1.[OH-].[K+]. Product: [Cl:39][C:40]1[CH:41]=[CH:42][C:43]([C:44]([NH:46][CH:47]([CH2:53][C:54]2[C:63]3[C:58](=[CH:59][CH:60]=[CH:61][CH:62]=3)[NH:57][C:56](=[O:64])[CH:55]=2)[C:48]([OH:50])=[O:49])=[O:45])=[CH:70][CH:71]=1. The catalyst class is: 97. (2) Reactant: [CH3:1][O:2][C:3](=[O:32])[C@@H:4]([NH:24][C:25]([O:27]C(C)(C)C)=O)[CH2:5][C:6]1[CH:7]=[C:8]2[C:13](=[CH:14][CH:15]=1)[N:12]=[C:11]([C:16]1[C:21]([Cl:22])=[CH:20][CH:19]=[CH:18][C:17]=1[Cl:23])[CH:10]=[CH:9]2.C(O)(C(F)(F)F)=O.[Cl:40][C:41]1[CH:49]=[N:48][CH:47]=[C:46]([Cl:50])[C:42]=1C(Cl)=O. Product: [CH3:1][O:2][C:3](=[O:32])[C@@H:4]([NH:24][C:25](=[O:27])[C:42]1[C:41]([Cl:40])=[CH:49][N:48]=[CH:47][C:46]=1[Cl:50])[CH2:5][C:6]1[CH:7]=[C:8]2[C:13](=[CH:14][CH:15]=1)[N:12]=[C:11]([C:16]1[C:17]([Cl:23])=[CH:18][CH:19]=[CH:20][C:21]=1[Cl:22])[CH:10]=[CH:9]2. The catalyst class is: 2.